Dataset: NCI-60 drug combinations with 297,098 pairs across 59 cell lines. Task: Regression. Given two drug SMILES strings and cell line genomic features, predict the synergy score measuring deviation from expected non-interaction effect. (1) Drug 1: CC1C(C(CC(O1)OC2CC(CC3=C2C(=C4C(=C3O)C(=O)C5=C(C4=O)C(=CC=C5)OC)O)(C(=O)C)O)N)O.Cl. Drug 2: CC1=CC2C(CCC3(C2CCC3(C(=O)C)OC(=O)C)C)C4(C1=CC(=O)CC4)C. Cell line: HS 578T. Synergy scores: CSS=39.0, Synergy_ZIP=14.2, Synergy_Bliss=16.1, Synergy_Loewe=-12.1, Synergy_HSA=10.8. (2) Drug 1: C1=NC2=C(N1)C(=S)N=CN2. Drug 2: C(CCl)NC(=O)N(CCCl)N=O. Cell line: A549. Synergy scores: CSS=27.5, Synergy_ZIP=-2.88, Synergy_Bliss=-0.496, Synergy_Loewe=-35.5, Synergy_HSA=0.628. (3) Drug 1: C1=C(C(=O)NC(=O)N1)F. Drug 2: CCCS(=O)(=O)NC1=C(C(=C(C=C1)F)C(=O)C2=CNC3=C2C=C(C=N3)C4=CC=C(C=C4)Cl)F. Cell line: NCI-H522. Synergy scores: CSS=10.7, Synergy_ZIP=-7.23, Synergy_Bliss=-7.99, Synergy_Loewe=-11.5, Synergy_HSA=-8.84. (4) Drug 1: CC1CCCC2(C(O2)CC(NC(=O)CC(C(C(=O)C(C1O)C)(C)C)O)C(=CC3=CSC(=N3)C)C)C. Drug 2: CC1C(C(CC(O1)OC2CC(CC3=C2C(=C4C(=C3O)C(=O)C5=C(C4=O)C(=CC=C5)OC)O)(C(=O)CO)O)N)O.Cl. Cell line: NCIH23. Synergy scores: CSS=47.9, Synergy_ZIP=2.24, Synergy_Bliss=2.12, Synergy_Loewe=2.46, Synergy_HSA=2.46.